Task: Predict the reactants needed to synthesize the given product.. Dataset: Full USPTO retrosynthesis dataset with 1.9M reactions from patents (1976-2016) (1) Given the product [CH:1]1([N:6]2[CH2:12][C:11]([F:13])([F:14])[C:10](=[O:15])[N:9]([CH3:16])[C:8]3[CH:17]=[N:18][C:19]([NH:21][C:22]4[CH:30]=[CH:29][C:25]([C:26]([NH:63][CH:60]5[CH2:61][CH2:62][N:57]([CH3:56])[CH2:58][CH2:59]5)=[O:27])=[C:24]([F:31])[CH:23]=4)=[N:20][C:7]2=3)[CH2:5][CH2:4][CH2:3][CH2:2]1, predict the reactants needed to synthesize it. The reactants are: [CH:1]1([N:6]2[CH2:12][C:11]([F:14])([F:13])[C:10](=[O:15])[N:9]([CH3:16])[C:8]3[CH:17]=[N:18][C:19]([NH:21][C:22]4[CH:30]=[CH:29][C:25]([C:26](O)=[O:27])=[C:24]([F:31])[CH:23]=4)=[N:20][C:7]2=3)[CH2:5][CH2:4][CH2:3][CH2:2]1.CN(C(ON1N=NC2C=CC=NC1=2)=[N+](C)C)C.F[P-](F)(F)(F)(F)F.[CH3:56][N:57]1[CH2:62][CH2:61][CH:60]([NH2:63])[CH2:59][CH2:58]1. (2) The reactants are: [CH3:1][Si]([N-][Si](C)(C)C)(C)C.[K+].[CH:11]([C@H:13]1[CH2:17][CH2:16][CH2:15][C@@H:14]1[NH:18][C:19](=[O:25])[O:20][C:21]([CH3:24])([CH3:23])[CH3:22])=O. Given the product [CH:11]([C@H:13]1[CH2:17][CH2:16][CH2:15][C@@H:14]1[NH:18][C:19](=[O:25])[O:20][C:21]([CH3:24])([CH3:23])[CH3:22])=[CH2:1], predict the reactants needed to synthesize it. (3) Given the product [Cl:13][C:14]1[CH:15]=[N:16][CH:17]=[C:18]([Cl:35])[C:19]=1[NH:20][C:21]1[C:30]2[C:25](=[C:26]([O:33][CH2:2][CH2:3][CH2:4][CH2:5][CH2:6][CH2:7][C:8]([OH:10])=[O:9])[C:27]([O:31][CH3:32])=[CH:28][CH:29]=2)[O:24][C:23](=[O:34])[CH:22]=1, predict the reactants needed to synthesize it. The reactants are: Br[CH2:2][CH2:3][CH2:4][CH2:5][CH2:6][CH2:7][C:8]([O:10]CC)=[O:9].[Cl:13][C:14]1[CH:15]=[N:16][CH:17]=[C:18]([Cl:35])[C:19]=1[NH:20][C:21]1[C:30]2[C:25](=[C:26]([OH:33])[C:27]([O:31][CH3:32])=[CH:28][CH:29]=2)[O:24][C:23](=[O:34])[CH:22]=1. (4) Given the product [CH2:33]([N:20]([CH2:17][CH2:18][CH3:19])[C:21]([C:23]1[CH:24]=[C:25]([CH:30]=[CH:31][CH:32]=1)[C:26]([OH:28])=[O:27])=[O:22])[CH2:34][CH3:35], predict the reactants needed to synthesize it. The reactants are: C(OC(N1C[C@H](O)C[C@@H]1C(O)=O)=O)(C)(C)C.[CH2:17]([N:20]([CH2:33][CH2:34][CH3:35])[C:21]([C:23]1[CH:24]=[C:25]([CH:30]=[CH:31][CH:32]=1)[C:26]([O:28]C)=[O:27])=[O:22])[CH2:18][CH3:19].COC(C1C=C(C=CC=1)C(O)=O)=O.CN(C(ON1N=NC2C=CC=NC1=2)=[N+](C)C)C.F[P-](F)(F)(F)(F)F.C(NCCC)CC. (5) Given the product [C:1]([CH2:3][C:4]([N:6]1[CH2:11][CH2:10][CH2:9][CH:8]([NH:12][C:13]([NH:15][C:16]2[N:17]=[C:18]3[CH:24]=[CH:23][NH:22][C:19]3=[N:20][CH:21]=2)=[O:14])[CH2:7]1)=[O:5])#[N:2], predict the reactants needed to synthesize it. The reactants are: [C:1]([CH2:3][C:4]([N:6]1[CH2:11][CH2:10][CH2:9][CH:8]([NH:12][C:13]([NH:15][C:16]2[N:17]=[C:18]3[CH:24]=[CH:23][N:22](COCC[Si](C)(C)C)[C:19]3=[N:20][CH:21]=2)=[O:14])[CH2:7]1)=[O:5])#[N:2].F[B-](F)(F)F.[Li+].C(N)CN. (6) Given the product [Br:12][C:13]1[CH:14]=[CH:15][C:16]([CH3:19])=[N+:17]([O-:9])[CH:18]=1, predict the reactants needed to synthesize it. The reactants are: ClC1C=CC=C(C(OO)=[O:9])C=1.[Br:12][C:13]1[CH:14]=[CH:15][C:16]([CH3:19])=[N:17][CH:18]=1.